This data is from Reaction yield outcomes from USPTO patents with 853,638 reactions. The task is: Predict the reaction yield, written as a fraction of the theoretical maximum amount of product (1.0 means a 100% yield; for example, 0.34 means a 34% yield). (1) The reactants are [CH3:1][C:2]1[C:6]([CH2:7][N:8]2[CH:12]=[C:11]([N:13]3[C:17](=[O:18])[CH2:16][NH:15][C:14]3=[O:19])[CH:10]=[N:9]2)=[C:5]([CH3:20])[O:4][N:3]=1.Br[CH2:22][C:23]1[CH:24]=[C:25]([CH:28]=[CH:29][CH:30]=1)[C:26]#[N:27]. No catalyst specified. The product is [CH3:1][C:2]1[C:6]([CH2:7][N:8]2[CH:12]=[C:11]([N:13]3[C:17](=[O:18])[CH2:16][N:15]([CH2:22][C:23]4[CH:24]=[C:25]([CH:28]=[CH:29][CH:30]=4)[C:26]#[N:27])[C:14]3=[O:19])[CH:10]=[N:9]2)=[C:5]([CH3:20])[O:4][N:3]=1. The yield is 0.210. (2) The reactants are [N:1]1[N:9]2[C:4]([CH2:5][O:6][CH2:7][CH2:8]2)=[CH:3][C:2]=1[NH2:10].Br[C:12]1[C:13](=[O:20])[N:14]([CH3:19])[CH:15]=[C:16]([Br:18])[CH:17]=1.C(=O)([O-])[O-].[Cs+].[Cs+].CC1(C)C2C(=C(P(C3C=CC=CC=3)C3C=CC=CC=3)C=CC=2)OC2C(P(C3C=CC=CC=3)C3C=CC=CC=3)=CC=CC1=2. The catalyst is C1C=CC(/C=C/C(/C=C/C2C=CC=CC=2)=O)=CC=1.C1C=CC(/C=C/C(/C=C/C2C=CC=CC=2)=O)=CC=1.C1C=CC(/C=C/C(/C=C/C2C=CC=CC=2)=O)=CC=1.[Pd].[Pd].O1CCOCC1. The product is [Br:18][C:16]1[CH:17]=[C:12]([NH:10][C:2]2[CH:3]=[C:4]3[CH2:5][O:6][CH2:7][CH2:8][N:9]3[N:1]=2)[C:13](=[O:20])[N:14]([CH3:19])[CH:15]=1. The yield is 0.310. (3) The yield is 0.250. The reactants are CN(C(ON1N=NC2C=CC=NC1=2)=[N+](C)C)C.F[P-](F)(F)(F)(F)F.Cl.Cl.Cl.[Cl:28][C:29]1[N:34]=[CH:33][C:32]([C:35]2[NH:39][C:38]([C@@H:40]3[CH2:44][CH2:43][CH2:42][NH:41]3)=[N:37][CH:36]=2)=[CH:31][N:30]=1.[N:45]1[CH:50]=[CH:49][CH:48]=[C:47]([CH2:51][C:52](O)=[O:53])[CH:46]=1.CCN(C(C)C)C(C)C. The product is [Cl:28][C:29]1[N:34]=[CH:33][C:32]([C:35]2[NH:39][C:38]([C@@H:40]3[CH2:44][CH2:43][CH2:42][N:41]3[C:52](=[O:53])[CH2:51][C:47]3[CH:46]=[N:45][CH:50]=[CH:49][CH:48]=3)=[N:37][CH:36]=2)=[CH:31][N:30]=1. The catalyst is CN(C=O)C. (4) The reactants are [NH2:1][CH2:2][CH2:3][CH2:4][NH:5][C:6]([CH:8]1[CH:12]([C:13]2[CH:18]=[CH:17][CH:16]=[C:15]([Cl:19])[CH:14]=2)[C:11]([C:22]2[CH:27]=[CH:26][C:25]([Cl:28])=[CH:24][CH:23]=2)([C:20]#[N:21])[CH:10]([CH2:29][C:30]([CH3:33])([CH3:32])[CH3:31])[NH:9]1)=[O:7].[C:34]([N:37]1[CH2:42][CH2:41][CH:40](C(O)=O)[CH2:39][CH2:38]1)(=[O:36])[CH3:35].CN(C(ON1N=NC2C=CC=NC1=2)=[N+](C)C)C.F[P-](F)(F)(F)(F)F.CCN(C(C)C)C(C)C. The catalyst is C(Cl)Cl. The product is [C:34]([N:37]1[CH2:42][CH2:41][CH:40]([NH:1][CH2:2][CH2:3][CH2:4][NH:5][C:6]([CH:8]2[CH:12]([C:13]3[CH:18]=[CH:17][CH:16]=[C:15]([Cl:19])[CH:14]=3)[C:11]([C:22]3[CH:27]=[CH:26][C:25]([Cl:28])=[CH:24][CH:23]=3)([C:20]#[N:21])[CH:10]([CH2:29][C:30]([CH3:33])([CH3:32])[CH3:31])[NH:9]2)=[O:7])[CH2:39][CH2:38]1)(=[O:36])[CH3:35]. The yield is 0.670.